Dataset: Full USPTO retrosynthesis dataset with 1.9M reactions from patents (1976-2016). Task: Predict the reactants needed to synthesize the given product. Given the product [CH2:1]([S:8][C:9]1[CH:17]=[C:16]([Cl:19])[CH:15]=[CH:14][C:10]=1[C:11]([NH2:13])=[O:12])[C:2]1[CH:7]=[CH:6][CH:5]=[CH:4][CH:3]=1, predict the reactants needed to synthesize it. The reactants are: [CH2:1]([S:8][C:9]1[CH:17]=[CH:16][C:15](Cl)=[CH:14][C:10]=1[C:11]([NH2:13])=[O:12])[C:2]1[CH:7]=[CH:6][CH:5]=[CH:4][CH:3]=1.[Cl:19]C1C=CC(C(N)=O)=C(F)C=1.